From a dataset of Catalyst prediction with 721,799 reactions and 888 catalyst types from USPTO. Predict which catalyst facilitates the given reaction. (1) Reactant: [Cl-].[CH3:2][C:3]1[N:7]2[N:8]=[C:9]([CH2:12][P+](C3C=CC=CC=3)(C3C=CC=CC=3)C3C=CC=CC=3)[CH:10]=[CH:11][C:6]2=[N:5][C:4]=1[C:32]([F:35])([F:34])[F:33].C1CCN2C(=NCCC2)CC1.[CH3:47][N:48]1[C:52]([CH:53]=O)=[N:51][C:50]([N:55]2[CH2:59][CH2:58][CH2:57][CH2:56]2)=[N:49]1. Product: [CH3:2][C:3]1[N:7]2[N:8]=[C:9](/[CH:12]=[CH:53]/[C:52]3[N:48]([CH3:47])[N:49]=[C:50]([N:55]4[CH2:59][CH2:58][CH2:57][CH2:56]4)[N:51]=3)[CH:10]=[CH:11][C:6]2=[N:5][C:4]=1[C:32]([F:33])([F:34])[F:35]. The catalyst class is: 1. (2) Reactant: [CH2:1]([O:3][C:4](=[O:20])[CH:5]([C:11]1[CH:16]=[CH:15][C:14]([N+:17]([O-])=O)=[CH:13][CH:12]=1)[C:6]([O:8][CH2:9][CH3:10])=[O:7])[CH3:2].[H][H]. Product: [CH2:9]([O:8][C:6](=[O:7])[CH:5]([C:11]1[CH:16]=[CH:15][C:14]([NH2:17])=[CH:13][CH:12]=1)[C:4]([O:3][CH2:1][CH3:2])=[O:20])[CH3:10]. The catalyst class is: 153. (3) Reactant: [F:1][C:2]1[CH:7]=[CH:6][C:5]([C:8]2[CH:9]=[C:10]3[C:15](=[CH:16][CH:17]=2)[C:14](=[O:18])[N:13]([CH2:19][CH:20]=O)[CH2:12][CH2:11]3)=[CH:4][CH:3]=1.[CH3:22][C@H:23]1[CH2:27][CH2:26][CH2:25][NH:24]1.C([BH3-])#N.[Na+].C(O)(=O)C. Product: [F:1][C:2]1[CH:7]=[CH:6][C:5]([C:8]2[CH:9]=[C:10]3[C:15](=[CH:16][CH:17]=2)[C:14](=[O:18])[N:13]([CH2:19][CH2:20][N:24]2[CH2:25][CH2:26][CH2:27][C@@H:23]2[CH3:22])[CH2:12][CH2:11]3)=[CH:4][CH:3]=1. The catalyst class is: 273. (4) Reactant: [NH:1]1[C:5]2[CH:6]=[CH:7][CH:8]=[CH:9][C:4]=2[N:3]=[C:2]1[CH2:10][N:11]([CH2:23][C:24]1[CH:29]=[CH:28][CH:27]=[CH:26][CH:25]=1)[S:12]([C:15]1[CH:20]=[CH:19][C:18]([CH:21]=O)=[CH:17][CH:16]=1)(=[O:14])=[O:13].[CH2:30]([NH2:37])[C:31]1[CH:36]=[CH:35][CH:34]=[CH:33][CH:32]=1.C(O[BH-](OC(=O)C)OC(=O)C)(=O)C.[Na+]. Product: [NH:1]1[C:5]2[CH:6]=[CH:7][CH:8]=[CH:9][C:4]=2[N:3]=[C:2]1[CH2:10][N:11]([CH2:23][C:24]1[CH:29]=[CH:28][CH:27]=[CH:26][CH:25]=1)[S:12]([C:15]1[CH:20]=[CH:19][C:18]([CH2:21][NH:37][CH2:30][C:31]2[CH:36]=[CH:35][CH:34]=[CH:33][CH:32]=2)=[CH:17][CH:16]=1)(=[O:14])=[O:13]. The catalyst class is: 478.